From a dataset of Catalyst prediction with 721,799 reactions and 888 catalyst types from USPTO. Predict which catalyst facilitates the given reaction. Reactant: [CH2:1]([N:8]1[CH:13]=[CH:12][CH:11]=[C:10]([O:14][CH3:15])[C:9]1=O)[C:2]1[CH:7]=[CH:6][CH:5]=[CH:4][CH:3]=1.COC1C=CC(P2(SP(C3C=CC(OC)=CC=3)(=S)S2)=[S:26])=CC=1. Product: [CH2:1]([N:8]1[CH:13]=[CH:12][CH:11]=[C:10]([O:14][CH3:15])[C:9]1=[S:26])[C:2]1[CH:7]=[CH:6][CH:5]=[CH:4][CH:3]=1. The catalyst class is: 11.